Task: Predict the product of the given reaction.. Dataset: Forward reaction prediction with 1.9M reactions from USPTO patents (1976-2016) (1) Given the reactants Br[CH2:2][C:3]1[N:8]([CH2:9][CH2:10][C:11]2[CH:23]=[CH:22][C:14]([C:15]([O:17][C:18]([CH3:21])([CH3:20])[CH3:19])=[O:16])=[CH:13][CH:12]=2)[C:7](=[O:24])[C:6]([Cl:25])=[CH:5][C:4]=1[Cl:26].C(=O)([O-])[O-].[K+].[K+].Cl.[CH2:34]([O:36][C:37]1[CH:45]=[C:44]2[C:40]([CH2:41][CH2:42][NH:43]2)=[CH:39][CH:38]=1)[CH3:35].O, predict the reaction product. The product is: [Cl:25][C:6]1[C:7](=[O:24])[N:8]([CH2:9][CH2:10][C:11]2[CH:23]=[CH:22][C:14]([C:15]([O:17][C:18]([CH3:21])([CH3:20])[CH3:19])=[O:16])=[CH:13][CH:12]=2)[C:3]([CH2:2][N:43]2[C:44]3[C:40](=[CH:39][CH:38]=[C:37]([O:36][CH2:34][CH3:35])[CH:45]=3)[CH2:41][CH2:42]2)=[C:4]([Cl:26])[CH:5]=1. (2) Given the reactants [OH:1][N:2]1[C:6](=[O:7])[CH2:5][CH2:4][C:3]1=[O:8].C(N(CC)CC)C.[Cl:16][CH2:17][C:18](Cl)=[O:19], predict the reaction product. The product is: [Cl:16][CH2:17][C:18]([O:1][N:2]1[C:6](=[O:7])[CH2:5][CH2:4][C:3]1=[O:8])=[O:19]. (3) Given the reactants Cl.[Cl:2][C:3]1[CH:20]=[CH:19][C:6]([CH2:7][N:8]2[C:12]([C@H:13]3[CH2:17][CH2:16][CH2:15][NH:14]3)=[N:11][N:10]=[C:9]2[CH3:18])=[CH:5][CH:4]=1.[Cl:21][C:22]1[CH:27]=[CH:26][C:25]([N:28]=[C:29]=[O:30])=[CH:24][CH:23]=1.C(N(CC)C(C)C)(C)C, predict the reaction product. The product is: [Cl:2][C:3]1[CH:20]=[CH:19][C:6]([CH2:7][N:8]2[C:9]([CH3:18])=[N:10][N:11]=[C:12]2[C@H:13]2[CH2:17][CH2:16][CH2:15][N:14]2[C:29]([NH:28][C:25]2[CH:26]=[CH:27][C:22]([Cl:21])=[CH:23][CH:24]=2)=[O:30])=[CH:5][CH:4]=1. (4) Given the reactants [C:1]([NH:5][C:6](=[O:33])[CH2:7][N:8]1[C:17](=[O:18])[C:16]2[C:11](=[CH:12][CH:13]=[C:14]([N:19]3[CH2:25][CH2:24][CH2:23][NH:22][CH2:21][CH2:20]3)[CH:15]=2)[N:10]=[C:9]1[C:26]1[CH:31]=[CH:30][CH:29]=[C:28]([Cl:32])[CH:27]=1)([CH3:4])([CH3:3])[CH3:2].[CH3:34][C:35]([CH3:37])=O.C([BH3-])#N.[Na+].C(O)(=O)C, predict the reaction product. The product is: [C:1]([NH:5][C:6](=[O:33])[CH2:7][N:8]1[C:17](=[O:18])[C:16]2[C:11](=[CH:12][CH:13]=[C:14]([N:19]3[CH2:25][CH2:24][CH2:23][N:22]([CH:35]([CH3:37])[CH3:34])[CH2:21][CH2:20]3)[CH:15]=2)[N:10]=[C:9]1[C:26]1[CH:31]=[CH:30][CH:29]=[C:28]([Cl:32])[CH:27]=1)([CH3:4])([CH3:2])[CH3:3]. (5) Given the reactants O[C@@H]1CC[C@H](NC(NC23CC4CC(CC(C4)C2)C3)=O)CC1.[CH2:22]([O:29][C@H:30]1[CH2:35][CH2:34][C@H:33]([NH:36][C:37]([NH:39][C:40]23[CH2:49][CH:44]4[CH2:45][CH:46]([CH2:48][CH:42]([CH2:43]4)[CH2:41]2)[CH2:47]3)=[O:38])[CH2:32][CH2:31]1)[C:23]1[CH:28]=[CH:27][CH:26]=[CH:25][CH:24]=1.C(Br)C1C=CC=CC=1.[H-].[Na+], predict the reaction product. The product is: [CH2:22]([O:29][C@@H:30]1[CH2:35][CH2:34][C@H:33]([NH:36][C:37]([NH:39][C:40]23[CH2:47][CH:46]4[CH2:48][CH:42]([CH2:43][CH:44]([CH2:45]4)[CH2:49]2)[CH2:41]3)=[O:38])[CH2:32][CH2:31]1)[C:23]1[CH:24]=[CH:25][CH:26]=[CH:27][CH:28]=1. (6) Given the reactants [Br:1]C1C=CC(C2C(C3C=CC(Br)=CC=3)=NC3C(=CC=CC=3)N=2)=CC=1.C1(N[C:32]2[CH:33]=[CH:34][C:35]3[N:36]([C:45]4[CH:50]=[CH:49][CH:48]=[CH:47][CH:46]=4)[C:37]4[C:42]([C:43]=3[CH:44]=2)=[CH:41][CH:40]=[CH:39][CH:38]=4)C=CC=CC=1.CC(C)([O-])C.[Na+].C(P(C(C)(C)C)C(C)(C)C)(C)(C)C.[O-][Si]([O-])=O.[Mg+2], predict the reaction product. The product is: [Br:1][C:32]1[CH:33]=[CH:34][C:35]2[N:36]([C:45]3[CH:50]=[CH:49][CH:48]=[CH:47][CH:46]=3)[C:37]3[C:42]([C:43]=2[CH:44]=1)=[CH:41][CH:40]=[CH:39][CH:38]=3. (7) Given the reactants [H-].[Na+].[CH3:3][O:4][C:5]1[CH:46]=[CH:45][C:8]([CH2:9][O:10][C:11]2[N:16]=[C:15]([C:17]3[CH:30]=[CH:29][CH:28]=[C:27]4[C:18]=3[S:19][C:20]3[CH:21]=[CH:22][C:23]([NH:31][C:32](=[O:38])[O:33][C:34]([CH3:37])([CH3:36])[CH3:35])=[CH:24][C:25]=3[CH2:26]4)[CH:14]=[C:13]([N:39]3[CH2:44][CH2:43][O:42][CH2:41][CH2:40]3)[CH:12]=2)=[CH:7][CH:6]=1.IC.[C:49](OCC)(=O)C, predict the reaction product. The product is: [CH3:3][O:4][C:5]1[CH:46]=[CH:45][C:8]([CH2:9][O:10][C:11]2[N:16]=[C:15]([C:17]3[CH:30]=[CH:29][CH:28]=[C:27]4[C:18]=3[S:19][C:20]3[CH:21]=[CH:22][C:23]([N:31]([CH3:49])[C:32](=[O:38])[O:33][C:34]([CH3:37])([CH3:35])[CH3:36])=[CH:24][C:25]=3[CH2:26]4)[CH:14]=[C:13]([N:39]3[CH2:40][CH2:41][O:42][CH2:43][CH2:44]3)[CH:12]=2)=[CH:7][CH:6]=1.